Predict the reactants needed to synthesize the given product. From a dataset of Full USPTO retrosynthesis dataset with 1.9M reactions from patents (1976-2016). (1) Given the product [CH2:1]([N:3]1[CH2:8][CH2:7][CH:6]([N:9]([CH3:31])[C:10]2[C:11]([C:24]3[CH:25]=[CH:26][C:27]([F:30])=[CH:28][CH:29]=3)=[N:12][C:13]3[C:18]([N:19]=2)=[CH:17][C:16]([C:20]([OH:22])=[O:21])=[CH:15][CH:14]=3)[CH2:5][CH2:4]1)[CH3:2], predict the reactants needed to synthesize it. The reactants are: [CH2:1]([N:3]1[CH2:8][CH2:7][CH:6]([N:9]([CH3:31])[C:10]2[C:11]([C:24]3[CH:29]=[CH:28][C:27]([F:30])=[CH:26][CH:25]=3)=[N:12][C:13]3[C:18]([N:19]=2)=[CH:17][C:16]([C:20]([O:22]C)=[O:21])=[CH:15][CH:14]=3)[CH2:5][CH2:4]1)[CH3:2].[OH-].[Na+]. (2) Given the product [CH2:8]([O:10][C:11](=[O:15])[CH:12]=[CH:13][C:2]#[C:1][C:3]1[S:4][CH:5]=[CH:6][CH:7]=1)[CH3:9], predict the reactants needed to synthesize it. The reactants are: [C:1]([C:3]1[S:4][CH:5]=[CH:6][CH:7]=1)#[CH:2].[CH2:8]([O:10][C:11](=[O:15])/[CH:12]=[CH:13]\I)[CH3:9]. (3) Given the product [CH:20]1([CH2:19][CH2:18][N:39]2[CH2:38][CH2:37][N:36]([C:28]3[CH:29]=[C:30]([F:35])[C:31]([O:33][CH3:34])=[CH:32][C:27]=3[F:26])[CH2:41][CH2:40]2)[CH2:25][CH2:24][CH2:23][CH2:22][CH2:21]1, predict the reactants needed to synthesize it. The reactants are: Cl.Cl.COC1C=CC(N2CCNCC2)=CC=1.Br[CH2:18][CH2:19][C:20]1[CH:25]=[CH:24][CH:23]=[CH:22][CH:21]=1.[F:26][C:27]1[CH:32]=[C:31]([O:33][CH3:34])[C:30]([F:35])=[CH:29][C:28]=1[N:36]1[CH2:41][CH2:40][NH:39][CH2:38][CH2:37]1.CS(OCCC1CCCCC1)(=O)=O.